This data is from Reaction yield outcomes from USPTO patents with 853,638 reactions. The task is: Predict the reaction yield, written as a fraction of the theoretical maximum amount of product (1.0 means a 100% yield; for example, 0.34 means a 34% yield). (1) The reactants are [C:1]([C:5]1[CH:10]=[CH:9][C:8]([C:11]2[S:12][CH:13]=[C:14]([C:17]([CH3:19])=O)[C:15]=2[OH:16])=[CH:7][CH:6]=1)([CH3:4])([CH3:3])[CH3:2].[NH:20]([C:22]([C:24]1[S:28][C:27]([C:29]([O:31][CH3:32])=[O:30])=[CH:26][CH:25]=1)=[O:23])[NH2:21]. The catalyst is CN(C)C=O. The product is [C:1]([C:5]1[CH:10]=[CH:9][C:8]([C:11]2[S:12][CH:13]=[C:14]([C:17](=[N:21][NH:20][C:22]([C:24]3[S:28][C:27]([C:29]([O:31][CH3:32])=[O:30])=[CH:26][CH:25]=3)=[O:23])[CH3:19])[C:15]=2[OH:16])=[CH:7][CH:6]=1)([CH3:4])([CH3:3])[CH3:2]. The yield is 0.600. (2) The reactants are [I:1][C:2]1[C:10]2[C:5](=[N:6][CH:7]=[N:8][C:9]=2[NH:11][C:12](=[O:18])[O:13][C:14]([CH3:17])([CH3:16])[CH3:15])[N:4]([C:19]2[CH:24]=[CH:23][C:22]([N+:25]([O-])=O)=[CH:21][CH:20]=2)[N:3]=1.[NH4+].[Cl-]. The catalyst is C1COCC1.CCO.O.[Fe]. The product is [NH2:25][C:22]1[CH:23]=[CH:24][C:19]([N:4]2[C:5]3=[N:6][CH:7]=[N:8][C:9]([NH:11][C:12](=[O:18])[O:13][C:14]([CH3:15])([CH3:16])[CH3:17])=[C:10]3[C:2]([I:1])=[N:3]2)=[CH:20][CH:21]=1. The yield is 0.860. (3) The reactants are Cl.[NH2:2][C@H:3]([C:8]([O:10][CH3:11])=[O:9])[CH2:4][CH2:5][S:6][CH3:7].C(N(CC)CC)C.[F:19][C:20]1[CH:30]=[CH:29][CH:28]=[CH:27][C:21]=1[CH:22]=[CH:23][C:24](O)=[O:25].CCN=C=NCCCN(C)C.Cl. The catalyst is C(Cl)Cl. The product is [F:19][C:20]1[CH:30]=[CH:29][CH:28]=[CH:27][C:21]=1[CH:22]=[CH:23][C:24]([NH:2][C@H:3]([C:8]([O:10][CH3:11])=[O:9])[CH2:4][CH2:5][S:6][CH3:7])=[O:25]. The yield is 0.950. (4) The reactants are [C:1]([NH:4][C:5]1[CH:6]=[C:7]([C:11]2[CH:16]=[N:15][CH:14]=[C:13](Cl)[N:12]=2)[CH:8]=[CH:9][CH:10]=1)(=[O:3])[CH3:2].[CH:18]1[C:23]([NH2:24])=[CH:22][C:21]2[O:25][C:26]([F:32])([F:31])[C:27]([F:30])([F:29])[O:28][C:20]=2[CH:19]=1.C1C=CC(P(C2C(C3C(P(C4C=CC=CC=4)C4C=CC=CC=4)=CC=C4C=3C=CC=C4)=C3C(C=CC=C3)=CC=2)C2C=CC=CC=2)=CC=1.CC(C)([O-])C.[Na+]. The catalyst is C1(C)C=CC=CC=1. The product is [F:30][C:27]1([F:29])[O:28][C:20]2[CH:19]=[CH:18][C:23]([NH:24][C:13]3[N:12]=[C:11]([C:7]4[CH:6]=[C:5]([NH:4][C:1](=[O:3])[CH3:2])[CH:10]=[CH:9][CH:8]=4)[CH:16]=[N:15][CH:14]=3)=[CH:22][C:21]=2[O:25][C:26]1([F:31])[F:32]. The yield is 0.104. (5) The reactants are [I:1][C:2]1[CH:7]=[CH:6][C:5]([C:8]([C:10]2[CH:15]=[CH:14][C:13]([O:16]C)=[CH:12][CH:11]=2)=[O:9])=[CH:4][CH:3]=1.B(Br)(Br)Br. The catalyst is C(Cl)Cl. The product is [I:1][C:2]1[CH:7]=[CH:6][C:5]([C:8]([C:10]2[CH:15]=[CH:14][C:13]([OH:16])=[CH:12][CH:11]=2)=[O:9])=[CH:4][CH:3]=1. The yield is 0.850. (6) The reactants are [F:1][C:2]([F:13])([F:12])[O:3][C:4]1[CH:11]=[CH:10][C:7]([CH:8]=O)=[CH:6][CH:5]=1.[NH2:14][C:15]1[N:16]=[N:17][C:18]([CH3:21])=[CH:19][CH:20]=1.C([O:24][C:25](=O)[C:26](=[O:41])[CH2:27][C:28](=[O:40])[C:29]1[CH:34]=[CH:33][C:32]([N:35]2[CH2:39][CH2:38][CH2:37][CH2:36]2)=[CH:31][CH:30]=1)C. No catalyst specified. The product is [OH:41][C:26]1[C:25](=[O:24])[N:14]([C:15]2[N:16]=[N:17][C:18]([CH3:21])=[CH:19][CH:20]=2)[CH:8]([C:7]2[CH:10]=[CH:11][C:4]([O:3][C:2]([F:13])([F:12])[F:1])=[CH:5][CH:6]=2)[C:27]=1[C:28](=[O:40])[C:29]1[CH:30]=[CH:31][C:32]([N:35]2[CH2:39][CH2:38][CH2:37][CH2:36]2)=[CH:33][CH:34]=1. The yield is 0.120. (7) The reactants are [OH:1][CH:2]([CH2:6][C:7]1[CH:12]=[CH:11][CH:10]=[CH:9][CH:8]=1)[C:3]([OH:5])=[O:4].N1C=CN=C1.[Si:18](Cl)([C:21]([CH3:24])([CH3:23])[CH3:22])([CH3:20])[CH3:19].C(=O)([O-])[O-].[K+].[K+]. The catalyst is CN(C=O)C.CCOC(C)=O.O. The product is [Si:18]([O:1][CH:2]([CH2:6][C:7]1[CH:12]=[CH:11][CH:10]=[CH:9][CH:8]=1)[C:3]([OH:5])=[O:4])([C:21]([CH3:24])([CH3:23])[CH3:22])([CH3:20])[CH3:19]. The yield is 0.400. (8) The reactants are [O:1]=[C:2]1[NH:7][CH:6]=[N:5][C:4]2[O:8][C:9]([C:17]3[CH:22]=[CH:21][C:20]([C:23]4([NH:27][C:28](=[O:34])[O:29][C:30]([CH3:33])([CH3:32])[CH3:31])[CH2:26][CH2:25][CH2:24]4)=[CH:19][CH:18]=3)=[C:10]([C:11]3[CH:16]=[CH:15][CH:14]=[CH:13][CH:12]=3)[C:3]1=2.C([O-])([O-])=O.[K+].[K+].[Na+].[I-].Br[CH2:44][C:45]#[N:46]. The catalyst is CN(C=O)C.CCOC(C)=O.[Cl-].[Na+].O. The product is [C:45]([CH2:44][N:7]1[C:2](=[O:1])[C:3]2[C:10]([C:11]3[CH:12]=[CH:13][CH:14]=[CH:15][CH:16]=3)=[C:9]([C:17]3[CH:22]=[CH:21][C:20]([C:23]4([NH:27][C:28](=[O:34])[O:29][C:30]([CH3:31])([CH3:33])[CH3:32])[CH2:24][CH2:25][CH2:26]4)=[CH:19][CH:18]=3)[O:8][C:4]=2[N:5]=[CH:6]1)#[N:46]. The yield is 0.140.